Task: Predict the product of the given reaction.. Dataset: Forward reaction prediction with 1.9M reactions from USPTO patents (1976-2016) (1) Given the reactants [Cl:1][C:2]1[CH:24]=[CH:23][C:5]([O:6][C:7]2[CH:12]=[CH:11][C:10]([C:13](=[O:20])[CH2:14][N:15]3[CH:19]=[N:18][CH:17]=[N:16]3)=[C:9]([O:21][CH3:22])[CH:8]=2)=[CH:4][CH:3]=1.[BH4-].[Na+].[Cl-].[NH4+], predict the reaction product. The product is: [Cl:1][C:2]1[CH:3]=[CH:4][C:5]([O:6][C:7]2[CH:12]=[CH:11][C:10]([CH:13]([OH:20])[CH2:14][N:15]3[CH:19]=[N:18][CH:17]=[N:16]3)=[C:9]([O:21][CH3:22])[CH:8]=2)=[CH:23][CH:24]=1. (2) Given the reactants C(OC([N:11]1[CH2:16][CH2:15][N:14]([C:17](=[O:49])[CH2:18][NH:19][C:20]([C:22]2[CH:26]=[C:25]([O:27][CH2:28][C:29]([N:31]3[CH2:35][CH2:34][CH2:33][C@H:32]3[C:36](=[O:42])[NH:37][CH:38]3[CH2:41][CH2:40][CH2:39]3)=[O:30])[N:24]([C:43]3[CH:48]=[CH:47][CH:46]=[CH:45][CH:44]=3)[N:23]=2)=[O:21])[CH2:13][CH2:12]1)=O)C1C=CC=CC=1, predict the reaction product. The product is: [O:49]=[C:17]([N:14]1[CH2:15][CH2:16][NH:11][CH2:12][CH2:13]1)[CH2:18][NH:19][C:20]([C:22]1[CH:26]=[C:25]([O:27][CH2:28][C:29]([N:31]2[CH2:35][CH2:34][CH2:33][C@H:32]2[C:36](=[O:42])[NH:37][CH:38]2[CH2:39][CH2:40][CH2:41]2)=[O:30])[N:24]([C:43]2[CH:44]=[CH:45][CH:46]=[CH:47][CH:48]=2)[N:23]=1)=[O:21]. (3) Given the reactants [Si:1]([O:18][CH2:19][C:20]1[CH:25]=[CH:24][C:23]([S:26]([N:29]([C@H:35]([CH2:41][O:42][Si:43]([C:56]([CH3:59])([CH3:58])[CH3:57])([C:50]2[CH:55]=[CH:54][CH:53]=[CH:52][CH:51]=2)[C:44]2[CH:49]=[CH:48][CH:47]=[CH:46][CH:45]=2)[CH2:36][CH2:37][CH2:38][CH2:39][OH:40])[CH2:30][CH2:31][CH:32]([CH3:34])[CH3:33])(=[O:28])=[O:27])=[CH:22][CH:21]=1)([C:14]([CH3:17])([CH3:16])[CH3:15])([C:8]1[CH:13]=[CH:12][CH:11]=[CH:10][CH:9]=1)[C:2]1[CH:7]=[CH:6][CH:5]=[CH:4][CH:3]=1.C[N+]1([O-])CCOCC1, predict the reaction product. The product is: [Si:1]([O:18][CH2:19][C:20]1[CH:25]=[CH:24][C:23]([S:26]([N:29]([C@H:35]([CH2:41][O:42][Si:43]([C:56]([CH3:57])([CH3:58])[CH3:59])([C:50]2[CH:55]=[CH:54][CH:53]=[CH:52][CH:51]=2)[C:44]2[CH:49]=[CH:48][CH:47]=[CH:46][CH:45]=2)[CH2:36][CH2:37][CH2:38][CH:39]=[O:40])[CH2:30][CH2:31][CH:32]([CH3:34])[CH3:33])(=[O:27])=[O:28])=[CH:22][CH:21]=1)([C:14]([CH3:17])([CH3:16])[CH3:15])([C:2]1[CH:3]=[CH:4][CH:5]=[CH:6][CH:7]=1)[C:8]1[CH:13]=[CH:12][CH:11]=[CH:10][CH:9]=1. (4) Given the reactants FC1C=C([N+]([O-])=O)C(OC)=CC=1CO.[F:15][C:16]1[C:24]([O:25][CH3:26])=[C:23]([N+:27]([O-:29])=[O:28])[CH:22]=[CH:21][C:17]=1[C:18](O)=[O:19], predict the reaction product. The product is: [F:15][C:16]1[C:24]([O:25][CH3:26])=[C:23]([N+:27]([O-:29])=[O:28])[CH:22]=[CH:21][C:17]=1[CH2:18][OH:19]. (5) Given the reactants [OH:1][C:2]([CH3:10])([CH2:8][CH3:9])[C:3]([O:5][CH2:6][CH3:7])=[O:4].[H-].[Na+].C1OCCOCCOCCOCCOC1.[Br:28][C:29]1[CH:30]=[CH:31][C:32](F)=[C:33]([N+:35]([O-:37])=[O:36])[CH:34]=1.[Cl-].[NH4+], predict the reaction product. The product is: [Br:28][C:29]1[CH:30]=[CH:31][C:32]([O:1][C:2]([CH3:10])([CH2:8][CH3:9])[C:3]([O:5][CH2:6][CH3:7])=[O:4])=[C:33]([N+:35]([O-:37])=[O:36])[CH:34]=1. (6) The product is: [CH3:9][C:3]1[CH:4]=[CH:5][CH:6]=[C:7]([CH3:8])[C:2]=1[NH:16][CH2:10][CH2:11][CH2:12][CH2:13][CH2:14][CH3:15]. Given the reactants Cl[C:2]1[C:7]([CH3:8])=[CH:6][CH:5]=[CH:4][C:3]=1[CH3:9].[CH2:10]([NH2:16])[CH2:11][CH2:12][CH2:13][CH2:14][CH3:15].CC(C)([O-])C.[Na+], predict the reaction product.